From a dataset of NCI-60 drug combinations with 297,098 pairs across 59 cell lines. Regression. Given two drug SMILES strings and cell line genomic features, predict the synergy score measuring deviation from expected non-interaction effect. (1) Cell line: UO-31. Drug 1: CC(CN1CC(=O)NC(=O)C1)N2CC(=O)NC(=O)C2. Drug 2: C1=NC2=C(N=C(N=C2N1C3C(C(C(O3)CO)O)O)F)N. Synergy scores: CSS=16.6, Synergy_ZIP=-4.61, Synergy_Bliss=2.60, Synergy_Loewe=2.85, Synergy_HSA=2.98. (2) Drug 1: CNC(=O)C1=CC=CC=C1SC2=CC3=C(C=C2)C(=NN3)C=CC4=CC=CC=N4. Drug 2: CC(C)CN1C=NC2=C1C3=CC=CC=C3N=C2N. Cell line: SK-MEL-2. Synergy scores: CSS=0.622, Synergy_ZIP=2.17, Synergy_Bliss=2.96, Synergy_Loewe=1.00, Synergy_HSA=1.23. (3) Drug 1: C1C(C(OC1N2C=C(C(=O)NC2=O)F)CO)O. Drug 2: C1CNP(=O)(OC1)N(CCCl)CCCl. Cell line: UACC62. Synergy scores: CSS=22.3, Synergy_ZIP=-7.27, Synergy_Bliss=-0.596, Synergy_Loewe=-86.1, Synergy_HSA=-1.77. (4) Drug 1: CN1CCC(CC1)COC2=C(C=C3C(=C2)N=CN=C3NC4=C(C=C(C=C4)Br)F)OC. Drug 2: C1=C(C(=O)NC(=O)N1)F. Cell line: A498. Synergy scores: CSS=49.2, Synergy_ZIP=-6.99, Synergy_Bliss=-9.10, Synergy_Loewe=-4.98, Synergy_HSA=-3.98. (5) Cell line: MALME-3M. Synergy scores: CSS=11.4, Synergy_ZIP=-0.597, Synergy_Bliss=2.76, Synergy_Loewe=-4.12, Synergy_HSA=0.563. Drug 2: CN(CC1=CN=C2C(=N1)C(=NC(=N2)N)N)C3=CC=C(C=C3)C(=O)NC(CCC(=O)O)C(=O)O. Drug 1: C1CCC(CC1)NC(=O)N(CCCl)N=O. (6) Drug 1: C1=NC2=C(N=C(N=C2N1C3C(C(C(O3)CO)O)F)Cl)N. Drug 2: CC1CCC2CC(C(=CC=CC=CC(CC(C(=O)C(C(C(=CC(C(=O)CC(OC(=O)C3CCCCN3C(=O)C(=O)C1(O2)O)C(C)CC4CCC(C(C4)OC)OCCO)C)C)O)OC)C)C)C)OC. Cell line: OVCAR3. Synergy scores: CSS=3.94, Synergy_ZIP=-0.895, Synergy_Bliss=-1.42, Synergy_Loewe=0.930, Synergy_HSA=-0.559. (7) Drug 1: CC1=C(C=C(C=C1)NC2=NC=CC(=N2)N(C)C3=CC4=NN(C(=C4C=C3)C)C)S(=O)(=O)N.Cl. Cell line: RXF 393. Drug 2: CS(=O)(=O)C1=CC(=C(C=C1)C(=O)NC2=CC(=C(C=C2)Cl)C3=CC=CC=N3)Cl. Synergy scores: CSS=19.1, Synergy_ZIP=-3.71, Synergy_Bliss=1.85, Synergy_Loewe=2.62, Synergy_HSA=4.01. (8) Drug 1: CCC1=C2CN3C(=CC4=C(C3=O)COC(=O)C4(CC)O)C2=NC5=C1C=C(C=C5)O. Drug 2: CCCCC(=O)OCC(=O)C1(CC(C2=C(C1)C(=C3C(=C2O)C(=O)C4=C(C3=O)C=CC=C4OC)O)OC5CC(C(C(O5)C)O)NC(=O)C(F)(F)F)O. Cell line: HCT116. Synergy scores: CSS=68.5, Synergy_ZIP=-3.26, Synergy_Bliss=-3.46, Synergy_Loewe=0.335, Synergy_HSA=1.72. (9) Drug 1: C1=NC2=C(N=C(N=C2N1C3C(C(C(O3)CO)O)F)Cl)N. Drug 2: C1CNP(=O)(OC1)N(CCCl)CCCl. Cell line: SF-268. Synergy scores: CSS=-2.93, Synergy_ZIP=2.20, Synergy_Bliss=3.65, Synergy_Loewe=-1.52, Synergy_HSA=0.0721. (10) Drug 1: CCC(=C(C1=CC=CC=C1)C2=CC=C(C=C2)OCCN(C)C)C3=CC=CC=C3.C(C(=O)O)C(CC(=O)O)(C(=O)O)O. Drug 2: CN(C(=O)NC(C=O)C(C(C(CO)O)O)O)N=O. Cell line: M14. Synergy scores: CSS=2.25, Synergy_ZIP=-0.833, Synergy_Bliss=-1.35, Synergy_Loewe=0.723, Synergy_HSA=-1.64.